Dataset: Catalyst prediction with 721,799 reactions and 888 catalyst types from USPTO. Task: Predict which catalyst facilitates the given reaction. (1) Reactant: [OH:1][C:2]1[CH:10]=[CH:9][CH:8]=[C:7]2[C:3]=1[CH2:4][CH2:5][C:6]2=[O:11].Cl[CH2:13][CH2:14][C:15]([OH:17])=[O:16].Cl.S(=O)(=O)(O)O.[CH2:24](O)[CH3:25]. Product: [O:11]=[C:6]1[C:7]2[C:3](=[C:2]([O:1][CH2:13][CH2:14][C:15]([O:17][CH2:24][CH3:25])=[O:16])[CH:10]=[CH:9][CH:8]=2)[CH2:4][CH2:5]1. The catalyst class is: 500. (2) Reactant: [Br:1][C:2]1[CH:3]=[C:4]([N+:10]([O-])=O)[C:5]([NH:8][CH3:9])=[N:6][CH:7]=1.O.O.[Sn](Cl)Cl. Product: [Br:1][C:2]1[CH:3]=[C:4]([NH2:10])[C:5]([NH:8][CH3:9])=[N:6][CH:7]=1. The catalyst class is: 1. (3) Reactant: [CH:1]12[CH2:10][CH:5]3[CH2:6][CH:7]([CH2:9][CH:3]([CH2:4]3)[CH:2]1[CH:11]=[O:12])[CH2:8]2.C12CC3CC(CC(C3)[C:14]1=[O:23])C2.ClCC([O-])=O.C=O.[OH-].[Na+]. Product: [CH:1]12[CH2:10][CH:5]3[CH2:6][CH:7]([CH2:9][CH:3]([CH2:4]3)[C:2]1([CH2:14][OH:23])[CH2:11][OH:12])[CH2:8]2. The catalyst class is: 111. (4) Reactant: Br[C:2]1[C:7]([C:8]([F:11])([F:10])[F:9])=[CH:6][C:5]([NH:12][C:13]2[N:17]=[C:16]([NH2:18])[NH:15][N:14]=2)=[CH:4][C:3]=1[Cl:19].[CH3:20][N:21]1[CH2:26][CH2:25][N:24]([C:27]2[CH:32]=[CH:31][C:30](B3OC(C)(C)C(C)(C)O3)=[CH:29][CH:28]=2)[CH2:23][CH2:22]1.C(=O)([O-])[O-].[K+].[K+].C(COC)OC. Product: [Cl:19][C:3]1[CH:4]=[C:5]([NH:12][C:13]2[N:17]=[C:16]([NH2:18])[NH:15][N:14]=2)[CH:6]=[C:7]([C:8]([F:11])([F:10])[F:9])[C:2]=1[C:30]1[CH:29]=[CH:28][C:27]([N:24]2[CH2:25][CH2:26][N:21]([CH3:20])[CH2:22][CH2:23]2)=[CH:32][CH:31]=1. The catalyst class is: 535. (5) Reactant: [N:1]12[CH2:8][CH2:7][CH:4]([CH2:5][CH2:6]1)[C@@H:3]([NH:9][C:10]([C:12]1[C:16]3[CH:17]=[C:18](Br)[CH:19]=[CH:20][C:15]=3[S:14][N:13]=1)=[O:11])[CH2:2]2.[C:22](=[O:25])(O)[O-].[Cs+].C1(P(C2CCCCC2)C2C=CC=CC=2[C:40]2C=CC=C[C:41]=2[N:46](C)[CH3:47])CCCCC1. Product: [N:1]12[CH2:8][CH2:7][CH:4]([CH2:5][CH2:6]1)[C@@H:3]([NH:9][C:10]([C:12]1[C:16]3[CH:17]=[CH:18][C:19]([N:46]4[CH2:47][CH2:22][O:25][CH2:40][CH2:41]4)=[CH:20][C:15]=3[S:14][N:13]=1)=[O:11])[CH2:2]2. The catalyst class is: 110. (6) Reactant: [Cl:1][C:2]1[CH:3]=[CH:4][C:5]([S:25]([CH2:28][CH3:29])(=[O:27])=[O:26])=[C:6]([CH2:8][NH:9][C:10](=[O:24])[C:11]2[CH:16]=[C:15]([C:17]([F:20])([F:19])[F:18])[C:14]([CH:21]=O)=[C:13]([CH3:23])[CH:12]=2)[CH:7]=1.[CH3:30][N:31]([C@H:39]1[CH2:44][CH2:43][CH2:42][NH:41][CH2:40]1)[C:32](=[O:38])[O:33][C:34]([CH3:37])([CH3:36])[CH3:35]. Product: [Cl:1][C:2]1[CH:3]=[CH:4][C:5]([S:25]([CH2:28][CH3:29])(=[O:26])=[O:27])=[C:6]([CH2:8][NH:9][C:10]([C:11]2[CH:16]=[C:15]([C:17]([F:20])([F:18])[F:19])[C:14]([CH2:21][N:41]3[CH2:42][CH2:43][CH2:44][C@H:39]([N:31]([CH3:30])[C:32](=[O:38])[O:33][C:34]([CH3:37])([CH3:35])[CH3:36])[CH2:40]3)=[C:13]([CH3:23])[CH:12]=2)=[O:24])[CH:7]=1. The catalyst class is: 22. (7) Reactant: [OH:1][C:2]1[CH:3]=[C:4]([C:8]2([CH2:14][C:15]([OH:17])=[O:16])[CH2:13][CH2:12][CH2:11][CH2:10][CH2:9]2)[CH:5]=[CH:6][CH:7]=1.S(=O)(=O)(O)O.[C:23](=O)(O)[O-].[Na+]. Product: [OH:1][C:2]1[CH:3]=[C:4]([C:8]2([CH2:14][C:15]([O:17][CH3:23])=[O:16])[CH2:13][CH2:12][CH2:11][CH2:10][CH2:9]2)[CH:5]=[CH:6][CH:7]=1. The catalyst class is: 5.